Predict the product of the given reaction. From a dataset of Forward reaction prediction with 1.9M reactions from USPTO patents (1976-2016). (1) Given the reactants [O:1]1CCO[CH:2]1[CH2:6][CH2:7][N:8]1[C:17]2[C:12](=[CH:13][CH:14]=[C:15]([F:18])[CH:16]=2)[N:11]=[CH:10][C:9]1=[O:19].Cl.C(=O)([O-])O.[Na+], predict the reaction product. The product is: [F:18][C:15]1[CH:16]=[C:17]2[C:12]([N:11]=[CH:10][C:9](=[O:19])[N:8]2[CH2:7][CH2:6][CH:2]=[O:1])=[CH:13][CH:14]=1. (2) Given the reactants Br[C:2]1[N:6]2[CH:7]=[CH:8][C:9]([C:11]([F:14])([F:13])[F:12])=[N:10][C:5]2=[N:4][CH:3]=1.CC1(C)COB([C:22]2[CH:23]=[CH:24][C:25]([F:37])=[C:26]([C:28]3[C:29]([C:35]#[N:36])=[CH:30][CH:31]=[C:32]([F:34])[CH:33]=3)[CH:27]=2)OC1, predict the reaction product. The product is: [F:34][C:32]1[CH:33]=[C:28]([C:26]2[CH:27]=[C:22]([C:2]3[N:6]4[CH:7]=[CH:8][C:9]([C:11]([F:14])([F:13])[F:12])=[N:10][C:5]4=[N:4][CH:3]=3)[CH:23]=[CH:24][C:25]=2[F:37])[C:29]([C:35]#[N:36])=[CH:30][CH:31]=1. (3) Given the reactants [CH:1]([C:4]1[C:12]2[C:11]([N:13]3[CH2:18][CH:17]4[CH2:19][CH:14]3[CH2:15][CH:16]4[O:20][CH2:21][CH2:22][OH:23])=[N:10][CH:9]=[N:8][C:7]=2[S:6][CH:5]=1)([CH3:3])[CH3:2].C(N(CC)CC)C.[CH3:31][S:32](Cl)(=[O:34])=[O:33], predict the reaction product. The product is: [CH3:31][S:32]([O:23][CH2:22][CH2:21][O:20][CH:16]1[CH2:15][CH:14]2[CH2:19][CH:17]1[CH2:18][N:13]2[C:11]1[C:12]2[C:4]([CH:1]([CH3:3])[CH3:2])=[CH:5][S:6][C:7]=2[N:8]=[CH:9][N:10]=1)(=[O:34])=[O:33]. (4) Given the reactants [F:1][C:2]1[CH:3]=[C:4]([CH:6]=[CH:7][C:8]=1[O:9][C:10]1[CH:15]=[CH:14][N:13]=[C:12]2[NH:16][CH:17]=[CH:18][C:11]=12)[NH2:5].Cl[C:20]1[CH:25]=[C:24]([C:26]2[CH:31]=[CH:30][C:29]([F:32])=[CH:28][CH:27]=2)[N:23]=[C:22]([NH2:33])[N:21]=1.Cl.C(=O)([O-])[O-].[Na+].[Na+], predict the reaction product. The product is: [F:32][C:29]1[CH:28]=[CH:27][C:26]([C:24]2[N:23]=[C:22]([NH2:33])[N:21]=[C:20]([NH:5][C:4]3[CH:6]=[CH:7][C:8]([O:9][C:10]4[CH:15]=[CH:14][N:13]=[C:12]5[NH:16][CH:17]=[CH:18][C:11]=45)=[C:2]([F:1])[CH:3]=3)[CH:25]=2)=[CH:31][CH:30]=1. (5) Given the reactants [N:1]1([C:7]2[CH:16]=[CH:15][CH:14]=[C:13]3[C:8]=2[C:9]([NH2:18])=[N:10][C:11]([NH2:17])=[N:12]3)[CH2:6][CH2:5][NH:4][CH2:3][CH2:2]1.[Cl:19][C:20]1[CH:21]=[C:22]([CH:25]=[CH:26][C:27]=1[Cl:28])[CH2:23]Cl, predict the reaction product. The product is: [Cl:19][C:20]1[CH:21]=[C:22]([CH:25]=[CH:26][C:27]=1[Cl:28])[CH2:23][N:4]1[CH2:5][CH2:6][N:1]([C:7]2[CH:16]=[CH:15][CH:14]=[C:13]3[C:8]=2[C:9]([NH2:18])=[N:10][C:11]([NH2:17])=[N:12]3)[CH2:2][CH2:3]1. (6) Given the reactants [CH3:1][CH:2]([OH:5])[CH2:3][CH3:4].N1C=CC=CC=1.[CH3:12][C:13]1[CH:18]=[CH:17][C:16]([S:19](Cl)(=[O:21])=[O:20])=[CH:15][CH:14]=1, predict the reaction product. The product is: [CH3:12][C:13]1[CH:18]=[CH:17][C:16]([S:19]([O:5][CH:2]([CH2:3][CH3:4])[CH3:1])(=[O:21])=[O:20])=[CH:15][CH:14]=1. (7) Given the reactants O=P(Cl)(Cl)Cl.CN([CH:9]=[O:10])C.[F:11][C:12]([F:22])([F:21])[C:13]1[N:14]=[C:15]2[N:19]([CH:20]=1)[CH:18]=[CH:17][S:16]2.Cl([O-])=[O:24].[Na+], predict the reaction product. The product is: [F:22][C:12]([F:21])([F:11])[C:13]1[N:14]=[C:15]2[N:19]([C:20]=1[C:9]([OH:10])=[O:24])[CH:18]=[CH:17][S:16]2.